This data is from NCI-60 drug combinations with 297,098 pairs across 59 cell lines. The task is: Regression. Given two drug SMILES strings and cell line genomic features, predict the synergy score measuring deviation from expected non-interaction effect. (1) Drug 2: CC(C)CN1C=NC2=C1C3=CC=CC=C3N=C2N. Cell line: SNB-19. Drug 1: C1CCC(C(C1)N)N.C(=O)(C(=O)[O-])[O-].[Pt+4]. Synergy scores: CSS=11.6, Synergy_ZIP=-7.82, Synergy_Bliss=-5.31, Synergy_Loewe=-8.53, Synergy_HSA=-4.29. (2) Drug 1: C1=CC(=CC=C1CCCC(=O)O)N(CCCl)CCCl. Drug 2: C1CN(CCN1C(=O)CCBr)C(=O)CCBr. Cell line: UACC62. Synergy scores: CSS=31.2, Synergy_ZIP=-12.5, Synergy_Bliss=-5.54, Synergy_Loewe=-4.80, Synergy_HSA=-2.36. (3) Drug 1: CCN(CC)CCCC(C)NC1=C2C=C(C=CC2=NC3=C1C=CC(=C3)Cl)OC. Drug 2: CN(C(=O)NC(C=O)C(C(C(CO)O)O)O)N=O. Cell line: ACHN. Synergy scores: CSS=10.4, Synergy_ZIP=0.384, Synergy_Bliss=-1.52, Synergy_Loewe=-49.3, Synergy_HSA=-4.55. (4) Drug 1: C1=CC(=C2C(=C1NCCNCCO)C(=O)C3=C(C=CC(=C3C2=O)O)O)NCCNCCO. Drug 2: C(=O)(N)NO. Cell line: CAKI-1. Synergy scores: CSS=58.6, Synergy_ZIP=3.85, Synergy_Bliss=3.86, Synergy_Loewe=3.31, Synergy_HSA=8.49. (5) Drug 1: CCC(=C(C1=CC=CC=C1)C2=CC=C(C=C2)OCCN(C)C)C3=CC=CC=C3.C(C(=O)O)C(CC(=O)O)(C(=O)O)O. Drug 2: C1CC(C1)(C(=O)O)C(=O)O.[NH2-].[NH2-].[Pt+2]. Cell line: NCI-H460. Synergy scores: CSS=28.4, Synergy_ZIP=-0.529, Synergy_Bliss=0.272, Synergy_Loewe=-6.39, Synergy_HSA=-1.42. (6) Cell line: OVCAR-5. Drug 1: C1CCC(CC1)NC(=O)N(CCCl)N=O. Synergy scores: CSS=11.1, Synergy_ZIP=0.554, Synergy_Bliss=10.2, Synergy_Loewe=1.87, Synergy_HSA=6.82. Drug 2: CC1=CC2C(CCC3(C2CCC3(C(=O)C)OC(=O)C)C)C4(C1=CC(=O)CC4)C. (7) Drug 1: CC12CCC3C(C1CCC2=O)CC(=C)C4=CC(=O)C=CC34C. Drug 2: CC1=C(N=C(N=C1N)C(CC(=O)N)NCC(C(=O)N)N)C(=O)NC(C(C2=CN=CN2)OC3C(C(C(C(O3)CO)O)O)OC4C(C(C(C(O4)CO)O)OC(=O)N)O)C(=O)NC(C)C(C(C)C(=O)NC(C(C)O)C(=O)NCCC5=NC(=CS5)C6=NC(=CS6)C(=O)NCCC[S+](C)C)O. Cell line: SK-MEL-28. Synergy scores: CSS=14.8, Synergy_ZIP=0.0234, Synergy_Bliss=1.06, Synergy_Loewe=0.119, Synergy_HSA=0.434.